From a dataset of Full USPTO retrosynthesis dataset with 1.9M reactions from patents (1976-2016). Predict the reactants needed to synthesize the given product. Given the product [NH2:1][C:4]1[C:5]([CH3:19])=[C:6]2[C:10](=[C:11]([NH2:14])[C:12]=1[CH3:13])[C:9]([CH3:17])([CH3:18])[CH2:8][CH2:7]2, predict the reactants needed to synthesize it. The reactants are: [N+:1]([C:4]1[C:5]([CH3:19])=[C:6]2[C:10](=[C:11]([N+:14]([O-])=O)[C:12]=1[CH3:13])[C:9]([CH3:18])([CH3:17])[CH2:8][CH2:7]2)([O-])=O.O.